This data is from Peptide-MHC class I binding affinity with 185,985 pairs from IEDB/IMGT. The task is: Regression. Given a peptide amino acid sequence and an MHC pseudo amino acid sequence, predict their binding affinity value. This is MHC class I binding data. (1) The peptide sequence is HSNLNDTTY. The MHC is HLA-A02:19 with pseudo-sequence HLA-A02:19. The binding affinity (normalized) is 0.0847. (2) The peptide sequence is PAQNAISTTF. The MHC is Mamu-A01 with pseudo-sequence Mamu-A01. The binding affinity (normalized) is 0.175. (3) The binding affinity (normalized) is 0.593. The peptide sequence is SFSFGGFTFK. The MHC is HLA-A31:01 with pseudo-sequence HLA-A31:01. (4) The peptide sequence is KVPLRAMTY. The MHC is Mamu-A01 with pseudo-sequence Mamu-A01. The binding affinity (normalized) is 0. (5) The peptide sequence is AEIQPQWIAA. The MHC is HLA-B44:02 with pseudo-sequence HLA-B44:02. The binding affinity (normalized) is 0.611. (6) The peptide sequence is AVKNWMTQTLL. The MHC is Mamu-A02 with pseudo-sequence Mamu-A02. The binding affinity (normalized) is 0.431.